Regression. Given two drug SMILES strings and cell line genomic features, predict the synergy score measuring deviation from expected non-interaction effect. From a dataset of NCI-60 drug combinations with 297,098 pairs across 59 cell lines. (1) Drug 1: C1=NC(=NC(=O)N1C2C(C(C(O2)CO)O)O)N. Drug 2: C#CCC(CC1=CN=C2C(=N1)C(=NC(=N2)N)N)C3=CC=C(C=C3)C(=O)NC(CCC(=O)O)C(=O)O. Cell line: SK-MEL-5. Synergy scores: CSS=60.5, Synergy_ZIP=8.22, Synergy_Bliss=4.62, Synergy_Loewe=-17.7, Synergy_HSA=5.01. (2) Drug 1: CC12CCC(CC1=CCC3C2CCC4(C3CC=C4C5=CN=CC=C5)C)O. Drug 2: C1CCC(C1)C(CC#N)N2C=C(C=N2)C3=C4C=CNC4=NC=N3. Cell line: M14. Synergy scores: CSS=-5.29, Synergy_ZIP=4.64, Synergy_Bliss=7.08, Synergy_Loewe=-3.81, Synergy_HSA=-2.65. (3) Drug 1: C1=CC=C(C(=C1)C(C2=CC=C(C=C2)Cl)C(Cl)Cl)Cl. Drug 2: CC1C(C(CC(O1)OC2CC(CC3=C2C(=C4C(=C3O)C(=O)C5=CC=CC=C5C4=O)O)(C(=O)C)O)N)O. Cell line: DU-145. Synergy scores: CSS=49.7, Synergy_ZIP=-1.77, Synergy_Bliss=-1.05, Synergy_Loewe=-0.583, Synergy_HSA=0.923.